From a dataset of Forward reaction prediction with 1.9M reactions from USPTO patents (1976-2016). Predict the product of the given reaction. (1) Given the reactants C1C=CC(P(C2C(C3C(P(C4C=CC=CC=4)C4C=CC=CC=4)=CC=C4C=3C=CC=C4)=C3C(C=CC=C3)=CC=2)C2C=CC=CC=2)=CC=1.C(=O)([O-])[O-].[Cs+].[Cs+].Cl[C:54]1[CH:63]=[CH:62][C:61]2[C:56](=[CH:57][CH:58]=[CH:59][CH:60]=2)[N:55]=1.[N:64]1([C:70]([O:72][C:73]([CH3:76])([CH3:75])[CH3:74])=[O:71])[CH2:69][CH2:68][NH:67][CH2:66][CH2:65]1, predict the reaction product. The product is: [CH:56]1[C:61]2[C:62](=[CH:57][CH:58]=[CH:59][CH:60]=2)[CH:63]=[C:54]([N:67]2[CH2:66][CH2:65][N:64]([C:70]([O:72][C:73]([CH3:76])([CH3:75])[CH3:74])=[O:71])[CH2:69][CH2:68]2)[N:55]=1. (2) The product is: [C:1]([C:5]1[CH:6]=[C:7]([C:15]2[N:19]([C:20]3[CH:25]=[CH:24][C:23]([C:26](=[O:30])[N:27]([CH3:29])[CH3:28])=[CH:22][CH:21]=3)[N:18]=[C:17]([C:31]3[CH:40]=[CH:39][C:34]([C:35]([OH:37])=[O:36])=[CH:33][CH:32]=3)[CH:16]=2)[CH:8]=[C:9]([S:11][CH:12]([CH3:14])[CH3:13])[CH:10]=1)([CH3:3])([CH3:4])[CH3:2]. Given the reactants [C:1]([C:5]1[CH:6]=[C:7]([C:15]2[N:19]([C:20]3[CH:25]=[CH:24][C:23]([C:26](=[O:30])[N:27]([CH3:29])[CH3:28])=[CH:22][CH:21]=3)[N:18]=[C:17]([C:31]3[CH:40]=[CH:39][C:34]([C:35]([O:37]C)=[O:36])=[CH:33][CH:32]=3)[CH:16]=2)[CH:8]=[C:9]([S:11][CH:12]([CH3:14])[CH3:13])[CH:10]=1)([CH3:4])([CH3:3])[CH3:2].[Li+].[OH-].Cl, predict the reaction product. (3) Given the reactants [Cl:1][C:2]1[CH:3]=[CH:4][C:5]2[N:6]([C:8]([C:18]3[CH:23]=[CH:22][N:21]=[C:20]([C:24]4[CH:29]=[CH:28][C:27]([CH:30]=O)=[CH:26][CH:25]=4)[CH:19]=3)=[C:9]([C:11]3[CH:16]=[CH:15][CH:14]=[C:13]([CH3:17])[N:12]=3)[N:10]=2)[CH:7]=1.[NH:32]1[CH2:36][CH2:35][CH2:34][CH2:33]1, predict the reaction product. The product is: [Cl:1][C:2]1[CH:3]=[CH:4][C:5]2[N:6]([C:8]([C:18]3[CH:23]=[CH:22][N:21]=[C:20]([C:24]4[CH:29]=[CH:28][C:27]([CH2:30][N:32]5[CH2:36][CH2:35][CH2:34][CH2:33]5)=[CH:26][CH:25]=4)[CH:19]=3)=[C:9]([C:11]3[CH:16]=[CH:15][CH:14]=[C:13]([CH3:17])[N:12]=3)[N:10]=2)[CH:7]=1. (4) Given the reactants C1OCCOCCOCCOCCOCC[O:3]C1.[CH3:19][O:20][C:21]1[CH:31]=[CH:30][C:29]2[C:32]3[C:22]=1[C:23](=[O:34])[C:24](=[O:33])[C:25]=3[CH:26]=[CH:27][CH:28]=2.O.Cl, predict the reaction product. The product is: [CH3:19][O:20][C:21]1[CH:22]=[C:32]2[C:29]([CH:28]=[CH:27][CH:26]=[C:25]2[C:24](=[O:33])[C:23]([OH:34])=[O:3])=[CH:30][CH:31]=1. (5) Given the reactants [Br:1][C:2]1[CH:3]=[C:4]2[C:9](=[CH:10][CH:11]=1)[N:8]=[C:7]([O:12][CH3:13])[CH:6]=[C:5]2[C:14]1[CH:19]=[CH:18][CH:17]=[C:16]([O:20]C)[CH:15]=1.B(Br)(Br)Br.O, predict the reaction product. The product is: [Br:1][C:2]1[CH:3]=[C:4]2[C:9](=[CH:10][CH:11]=1)[N:8]=[C:7]([O:12][CH3:13])[CH:6]=[C:5]2[C:14]1[CH:15]=[C:16]([OH:20])[CH:17]=[CH:18][CH:19]=1. (6) Given the reactants [C:1]([O:4][C@H:5]([CH3:22])[CH2:6][CH2:7][CH2:8][CH2:9][N:10]1[C:19](=[O:20])[C:18]2[NH:17][CH:16]=[N:15][C:14]=2[N:13]([CH3:21])[C:11]1=[O:12])(=[O:3])[CH3:2].C([O-])(=O)C.[Na+].[Br:28]Br, predict the reaction product. The product is: [C:1]([O:4][C@H:5]([CH3:22])[CH2:6][CH2:7][CH2:8][CH2:9][N:10]1[C:19](=[O:20])[C:18]2[NH:17][C:16]([Br:28])=[N:15][C:14]=2[N:13]([CH3:21])[C:11]1=[O:12])(=[O:3])[CH3:2]. (7) Given the reactants C[O:2][C:3](=[O:33])[C:4]1[CH:9]=[CH:8][CH:7]=[C:6]([CH2:10][N:11]2[C:16](=[O:17])[CH:15]=[CH:14][C:13]([C:18]3[CH:23]=[CH:22][CH:21]=[C:20]([CH2:24][CH2:25][N:26]4[C:30]([NH2:31])=[CH:29][C:28]([CH3:32])=[N:27]4)[CH:19]=3)=[N:12]2)[CH:5]=1.O.[OH-].[Li+:36].O, predict the reaction product. The product is: [Li+:36].[NH2:31][C:30]1[N:26]([CH2:25][CH2:24][C:20]2[CH:19]=[C:18]([C:13]3[CH:14]=[CH:15][C:16](=[O:17])[N:11]([CH2:10][C:6]4[CH:5]=[C:4]([CH:9]=[CH:8][CH:7]=4)[C:3]([O-:33])=[O:2])[N:12]=3)[CH:23]=[CH:22][CH:21]=2)[N:27]=[C:28]([CH3:32])[CH:29]=1.